From a dataset of Peptide-MHC class II binding affinity with 134,281 pairs from IEDB. Regression. Given a peptide amino acid sequence and an MHC pseudo amino acid sequence, predict their binding affinity value. This is MHC class II binding data. (1) The MHC is DRB1_0701 with pseudo-sequence DRB1_0701. The peptide sequence is APTGMFVAGAKYMVI. The binding affinity (normalized) is 0.758. (2) The peptide sequence is ASDVETAEGGEIHEL. The MHC is HLA-DQA10301-DQB10302 with pseudo-sequence HLA-DQA10301-DQB10302. The binding affinity (normalized) is 0.291. (3) The peptide sequence is AAATAKTTVYGAFAA. The MHC is HLA-DQA10501-DQB10301 with pseudo-sequence HLA-DQA10501-DQB10301. The binding affinity (normalized) is 0.599. (4) The binding affinity (normalized) is 0.632. The MHC is HLA-DQA10501-DQB10201 with pseudo-sequence HLA-DQA10501-DQB10201. The peptide sequence is KLRSAGEVEIQFRRV. (5) The peptide sequence is LAADWLTSTANTNMFTYEIA. The MHC is HLA-DQA10301-DQB10302 with pseudo-sequence HLA-DQA10301-DQB10302. The binding affinity (normalized) is 0. (6) The peptide sequence is AFILDMDNLFPKV. The binding affinity (normalized) is 0.970. The MHC is DRB3_0101 with pseudo-sequence DRB3_0101. (7) The MHC is HLA-DPA10301-DPB10402 with pseudo-sequence HLA-DPA10301-DPB10402. The binding affinity (normalized) is 0.0958. The peptide sequence is YKTIAFDEEARR.